From a dataset of Reaction yield outcomes from USPTO patents with 853,638 reactions. Predict the reaction yield, written as a fraction of the theoretical maximum amount of product (1.0 means a 100% yield; for example, 0.34 means a 34% yield). (1) The reactants are C([O:8][C:9]1[C:10]([CH3:25])=[C:11]([CH3:24])[C:12]([N:16]([CH3:23])[C:17]2[CH:22]=[CH:21][CH:20]=[CH:19][N:18]=2)=[N:13][C:14]=1[CH3:15])C1C=CC=CC=1. The catalyst is [Pd].CO. The product is [CH3:15][C:14]1[C:9]([OH:8])=[C:10]([CH3:25])[C:11]([CH3:24])=[C:12]([N:16]([CH3:23])[C:17]2[CH:22]=[CH:21][CH:20]=[CH:19][N:18]=2)[N:13]=1. The yield is 0.980. (2) The reactants are C[O:2][C:3](=[O:24])[CH:4]=[CH:5][C:6]1[CH:11]=[CH:10][CH:9]=[C:8]([S:12](=[O:23])(=[O:22])[NH:13][C:14]2[CH:19]=[CH:18][CH:17]=[CH:16][C:15]=2[O:20][CH3:21])[CH:7]=1.CO. No catalyst specified. The product is [CH3:21][O:20][C:15]1[CH:16]=[CH:17][CH:18]=[CH:19][C:14]=1[NH:13][S:12]([C:8]1[CH:7]=[C:6]([CH:5]=[CH:4][C:3]([OH:24])=[O:2])[CH:11]=[CH:10][CH:9]=1)(=[O:22])=[O:23]. The yield is 0.920. (3) The reactants are S(O)(O)(=O)=O.[NH2:6][CH2:7][C:8]#[N:9].[CH2:10]([N:17]=[C:18]=[O:19])[C:11]1[CH:16]=[CH:15][CH:14]=[CH:13][CH:12]=1.C(N(CC)C(C)C)(C)C. The catalyst is O1CCCC1. The product is [CH2:10]([NH:17][C:18]([NH:9][CH2:8][C:7]#[N:6])=[O:19])[C:11]1[CH:16]=[CH:15][CH:14]=[CH:13][CH:12]=1. The yield is 0.700. (4) The reactants are [Cl:1][C:2]1[CH:3]=[C:4]([C:10]2[N:11]=[C:12]3[C:17](=[CH:18][CH:19]=2)[N:16]=[CH:15][C:14]([C:20](=[O:23])[CH2:21][CH3:22])=[C:13]3[NH:24][C:25]2[CH:26]=[CH:27][C:28]([N:31]3[CH2:36][CH2:35][CH2:34][C@@H:33]([NH:37]C(=O)OC(C)(C)C)[CH2:32]3)=[N:29][CH:30]=2)[CH:5]=[C:6]([F:9])[C:7]=1[OH:8].C(O)(C(F)(F)F)=O. No catalyst specified. The product is [Cl-:1].[Cl-:1].[Cl-:1].[NH2:37][C@@H:33]1[CH2:34][CH2:35][CH2:36][N:31]([C:28]2[N:29]=[CH:30][C:25]([NH:24][C:13]3[C:12]4[C:17](=[CH:18][CH:19]=[C:10]([C:4]5[CH:5]=[C:6]([F:9])[C:7]([OH:8])=[C:2]([Cl:1])[CH:3]=5)[N:11]=4)[N:16]=[CH:15][C:14]=3[C:20](=[O:23])[CH2:21][CH3:22])=[CH:26][CH:27]=2)[CH2:32]1. The yield is 0.650. (5) The catalyst is [Ti](Cl)(Cl)(Cl)Cl.C(O)(=O)C. The reactants are ClC1C=CC=CC=1.[CH:8]([O:10][CH3:11])=[O:9].[CH:12]([O:15][C:16]1[N:21]=[C:20]([O:22][CH2:23][C:24]2C=CC=C[C:25]=2CC(OC)=O)[CH:19]=[C:18]([C:35]([F:38])([F:37])[F:36])[N:17]=1)([CH3:14])[CH3:13].C(N(CC)CC)C.[OH2:46]. The product is [CH:12]([O:15][C:16]1[N:21]=[C:20]([O:22][CH2:23][C:24](=[CH:25][OH:46])[C:8]([O:10][CH3:11])=[O:9])[CH:19]=[C:18]([C:35]([F:38])([F:37])[F:36])[N:17]=1)([CH3:14])[CH3:13]. The yield is 0.960. (6) The reactants are C([N:3]([CH2:6]C)CC)C.C1C=CC(P(N=[N+]=[N-])(C2C=CC=CC=2)=[O:15])=CC=1.C(O)(=O)[C:26]1[CH:31]=[CH:30][CH:29]=[N:28][CH:27]=1.[S:34]1[C:38]2[CH:39]=[C:40]([NH:43][CH2:44][C:45](=O)[CH2:46][CH3:47])[CH:41]=[CH:42][C:37]=2[N:36]=[CH:35]1. The yield is 0.0150. The catalyst is C1(C)C=CC=CC=1.C(Cl)Cl.CO. The product is [S:34]1[C:38]2[CH:39]=[C:40]([N:43]3[CH:44]=[C:45]([CH2:46][CH3:47])[N:3]([C:26]4[CH:27]=[N:28][CH:29]=[CH:30][CH:31]=4)[C:6]3=[O:15])[CH:41]=[CH:42][C:37]=2[N:36]=[CH:35]1. (7) The reactants are F[C:2]1[N:7]=[C:6]([N:8]2[C:16]3[CH:15]=[C:14]([C:17]4[CH:22]=[N:21][CH:20]=[C:19]([CH3:23])[N:18]=4)[N:13]=[CH:12][C:11]=3[CH:10]=[N:9]2)[CH:5]=[C:4]([CH:24]2[CH2:27][O:26][CH2:25]2)[CH:3]=1.[NH:28]1[CH2:33][CH2:32][CH2:31][C@H:30]([NH:34]C(=O)OC(C)(C)C)[CH2:29]1.CN1CCOCC1. The catalyst is CN1CCCC1=O. The product is [CH3:23][C:19]1[N:18]=[C:17]([C:14]2[N:13]=[CH:12][C:11]3[CH:10]=[N:9][N:8]([C:6]4[N:7]=[C:2]([N:28]5[CH2:33][CH2:32][CH2:31][C@H:30]([NH2:34])[CH2:29]5)[CH:3]=[C:4]([CH:24]5[CH2:27][O:26][CH2:25]5)[CH:5]=4)[C:16]=3[CH:15]=2)[CH:22]=[N:21][CH:20]=1. The yield is 0.260. (8) The product is [Cl:1][C:2]1[CH:3]=[C:4]([N:12]([CH2:20][CH3:21])[CH:13]2[CH2:18][CH2:17][N:16]([CH3:19])[CH2:15][CH2:14]2)[C:5]([CH3:11])=[C:6]([CH:10]=1)[C:7]([NH:24][CH2:25][C:26]1[C:27](=[O:36])[NH:28][C:29]([CH3:35])=[CH:30][C:31]=1[CH:32]([CH3:33])[CH3:34])=[O:9]. The catalyst is CS(C)=O. The yield is 0.500. The reactants are [Cl:1][C:2]1[CH:3]=[C:4]([N:12]([CH2:20][CH3:21])[CH:13]2[CH2:18][CH2:17][N:16]([CH3:19])[CH2:15][CH2:14]2)[C:5]([CH3:11])=[C:6]([CH:10]=1)[C:7]([OH:9])=O.Cl.Cl.[NH2:24][CH2:25][C:26]1[C:27](=[O:36])[NH:28][C:29]([CH3:35])=[CH:30][C:31]=1[CH:32]([CH3:34])[CH3:33].C1CN([P+](ON2N=NC3C=CC=CC2=3)(N2CCCC2)N2CCCC2)CC1.F[P-](F)(F)(F)(F)F.CCN(C(C)C)C(C)C. (9) The reactants are C1(C)C=CC=CC=1.C(N)(C)(C)C.[Br:13]Br.[CH3:15][C:16]1[CH:25]=[CH:24][C:23]2[C:18](=[C:19]([OH:26])[CH:20]=[CH:21][CH:22]=2)[N:17]=1. The catalyst is C(Cl)Cl. The product is [Br:13][C:20]1[C:19]([OH:26])=[C:18]2[C:23]([CH:24]=[CH:25][C:16]([CH3:15])=[N:17]2)=[CH:22][CH:21]=1. The yield is 0.600. (10) The reactants are [Cl:1][C:2]1[CH:7]=[CH:6][CH:5]=[CH:4][C:3]=1[CH:8]1[CH2:19][C:18]2[N:17]([CH3:20])[C:16]([CH:21]=[O:22])=[CH:15][C:14]=2[CH:13]2[CH:9]1[C:10](=[O:24])[NH:11][C:12]2=[O:23]. The catalyst is O1CCOCC1.C(OCC)(=O)C.[O-2].[Mn+4].[O-2]. The product is [Cl:1][C:2]1[CH:7]=[CH:6][CH:5]=[CH:4][C:3]=1[C:8]1[CH:19]=[C:18]2[C:14]([CH:15]=[C:16]([CH:21]=[O:22])[N:17]2[CH3:20])=[C:13]2[C:9]=1[C:10](=[O:24])[NH:11][C:12]2=[O:23]. The yield is 0.330.